From a dataset of Full USPTO retrosynthesis dataset with 1.9M reactions from patents (1976-2016). Predict the reactants needed to synthesize the given product. (1) Given the product [CH3:7][N:5]1[N:4]=[N:3][C:2]([Sn:19]([CH2:20][CH2:21][CH2:22][CH3:23])([CH2:24][CH2:25][CH2:26][CH3:27])[CH2:15][CH2:16][CH2:17][CH3:18])=[N:6]1, predict the reactants needed to synthesize it. The reactants are: I[C:2]1[N:3]=[N:4][N:5]([CH3:7])[N:6]=1.[Li]CCCC.N#N.[CH2:15]([Sn:19](Cl)([CH2:24][CH2:25][CH2:26][CH3:27])[CH2:20][CH2:21][CH2:22][CH3:23])[CH2:16][CH2:17][CH3:18]. (2) Given the product [F:1][C:2]1[CH:7]=[C:6]([S:8][CH3:9])[CH:5]=[CH:4][C:3]=1[C:10]1[CH:15]=[N:14][C:13]([O:16][CH2:22][CH:23]2[CH2:28][CH2:27][N:26]([C:29]3[O:33][N:32]=[C:31]([CH:34]([CH3:36])[CH3:35])[N:30]=3)[CH2:25][CH2:24]2)=[CH:12][N:11]=1, predict the reactants needed to synthesize it. The reactants are: [F:1][C:2]1[CH:7]=[C:6]([S:8][CH3:9])[CH:5]=[CH:4][C:3]=1[C:10]1[N:11]=[CH:12][C:13]([OH:16])=[N:14][CH:15]=1.CS(O[CH2:22][CH:23]1[CH2:28][CH2:27][N:26]([C:29]2[O:33][N:32]=[C:31]([CH:34]([CH3:36])[CH3:35])[N:30]=2)[CH2:25][CH2:24]1)(=O)=O.C([O-])([O-])=O.[K+].[K+].O.